From a dataset of Forward reaction prediction with 1.9M reactions from USPTO patents (1976-2016). Predict the product of the given reaction. (1) Given the reactants [N+:1]([C:4]1[CH:11]=[CH:10][C:7]([C:8]#[N:9])=[CH:6][CH:5]=1)([O-:3])=[O:2].Cl.[NH2:13][OH:14].C(=O)([O-])[O-].[Na+].[Na+].C(OCC)(=O)C, predict the reaction product. The product is: [OH:14][NH:13][C:8](=[NH:9])[C:7]1[CH:6]=[CH:5][C:4]([N+:1]([O-:3])=[O:2])=[CH:11][CH:10]=1. (2) Given the reactants [F:1][C:2]1[CH:9]=[CH:8][C:5]([CH2:6][NH2:7])=[CH:4][CH:3]=1.[CH3:10][C:11]([CH:13]([O:16][CH3:17])[O:14][CH3:15])=O.C(O[BH-](OC(=O)C)OC(=O)C)(=O)C.[Na+].[O-]P([O-])([O-])=O.[K+].[K+].[K+], predict the reaction product. The product is: [F:1][C:2]1[CH:9]=[CH:8][C:5]([CH2:6][NH:7][CH:11]([CH3:10])[CH:13]([O:16][CH3:17])[O:14][CH3:15])=[CH:4][CH:3]=1.